From a dataset of Forward reaction prediction with 1.9M reactions from USPTO patents (1976-2016). Predict the product of the given reaction. (1) Given the reactants [NH2:1][C:2]1[C:10]([CH3:11])=[CH:9][CH:8]=[CH:7][C:3]=1[C:4]([OH:6])=O.[CH2:12]([NH2:14])[CH3:13].[OH:15][C:16]1[CH:23]=[CH:22][C:19]([CH:20]=O)=[CH:18][CH:17]=1.O[CH:25]1[CH2:30][CH2:29][N:28]([C:31](OC(C)(C)C)=O)[CH2:27][CH2:26]1.[C:38]1(=O)[CH2:42]C[CH2:40][CH2:39]1, predict the reaction product. The product is: [CH:31]1([N:28]2[CH2:27][CH2:26][CH:25]([O:15][C:16]3[CH:23]=[CH:22][C:19]([C:20]4[N:14]([CH2:12][CH3:13])[C:4](=[O:6])[C:3]5[C:2](=[C:10]([CH3:11])[CH:9]=[CH:8][CH:7]=5)[N:1]=4)=[CH:18][CH:17]=3)[CH2:30][CH2:29]2)[CH2:40][CH2:39][CH2:38][CH2:42]1. (2) The product is: [CH2:14]([C:11]1[O:10][C:9]([C:8]2[C:3]([CH:1]=[O:18])=[N:4][C:5]([CH3:16])=[CH:6][CH:7]=2)=[N:13][CH:12]=1)[CH3:15]. Given the reactants [CH:1]([C:3]1[C:8]([C:9]2[O:10][C:11]([CH2:14][CH3:15])=[CH:12][N:13]=2)=[CH:7][CH:6]=[C:5]([CH3:16])[N:4]=1)=C.I([O-])(=O)(=O)=[O:18].[Na+], predict the reaction product. (3) The product is: [C:12]([CH2:11][O:10][C:5]1[CH:6]=[CH:7][CH:8]=[CH:9][C:4]=1[C:3]([OH:16])=[O:2])([OH:14])=[O:13]. Given the reactants C[O:2][C:3](=[O:16])[C:4]1[CH:9]=[CH:8][CH:7]=[CH:6][C:5]=1[O:10][CH2:11][C:12]([O:14]C)=[O:13].[OH-].[Na+].Cl, predict the reaction product. (4) Given the reactants [NH2:1][C:2]12[C:20](=[O:21])[C:19]3[C:14](=[CH:15][CH:16]=[CH:17][CH:18]=3)[C:3]1([OH:22])[O:4][C:5]1[CH:10]=[C:9]([CH:11]([CH3:13])[CH3:12])[CH:8]=[CH:7][C:6]=12.[N:23]#[C:24]Br, predict the reaction product. The product is: [OH:22][C:3]12[C:14]3[C:19](=[CH:18][CH:17]=[CH:16][CH:15]=3)[C:20](=[O:21])[C:2]1([NH:1][C:24]#[N:23])[C:6]1[CH:7]=[CH:8][C:9]([CH:11]([CH3:13])[CH3:12])=[CH:10][C:5]=1[O:4]2. (5) Given the reactants Br[C:2]1[CH:3]=[CH:4][C:5]([CH3:10])=[C:6]([CH:9]=1)[CH:7]=[O:8].[CH2:11]([O:18][C:19]1[CH:24]=[CH:23][C:22](B(O)O)=[CH:21][CH:20]=1)[C:12]1[CH:17]=[CH:16][CH:15]=[CH:14][CH:13]=1.C([O-])([O-])=O.[Na+].[Na+], predict the reaction product. The product is: [CH2:11]([O:18][C:19]1[CH:24]=[CH:23][C:22]([C:2]2[CH:3]=[CH:4][C:5]([CH3:10])=[C:6]([CH:7]=[O:8])[CH:9]=2)=[CH:21][CH:20]=1)[C:12]1[CH:17]=[CH:16][CH:15]=[CH:14][CH:13]=1. (6) Given the reactants [CH2:1]([N:3]1[CH2:8][CH2:7][CH:6]([C:9]2[C:10]([F:18])=[C:11]([CH:15]=[CH:16][CH:17]=2)[C:12]([NH2:14])=O)[CH2:5][CH2:4]1)[CH3:2].P(Cl)(Cl)(Cl)=O.C(=O)([O-])[O-].[Na+].[Na+].C(OCC)(=O)C, predict the reaction product. The product is: [CH2:1]([N:3]1[CH2:4][CH2:5][CH:6]([C:9]2[C:10]([F:18])=[C:11]([CH:15]=[CH:16][CH:17]=2)[C:12]#[N:14])[CH2:7][CH2:8]1)[CH3:2].